Dataset: Full USPTO retrosynthesis dataset with 1.9M reactions from patents (1976-2016). Task: Predict the reactants needed to synthesize the given product. (1) Given the product [CH3:18][O:17][C:9]1[CH:10]=[CH:11][C:49]2[C:50](=[O:1])[N:46]([CH3:47])[C:39](=[O:40])[O:6][C:7]=2[C:8]=1[CH2:19][CH2:20][N:21]1[CH2:26][CH2:25][CH:24]([N:27]2[C:35]3[C:30](=[CH:31][CH:32]=[C:33]([C:36]([NH2:38])=[O:37])[CH:34]=3)[CH:29]=[CH:28]2)[CH2:23][CH2:22]1, predict the reactants needed to synthesize it. The reactants are: [O:1]1CCCC1.[OH:6][C:7]1C(C(NC)=O)=[CH:11][CH:10]=[C:9]([O:17][CH3:18])[C:8]=1[CH2:19][CH2:20][N:21]1[CH2:26][CH2:25][CH:24]([N:27]2[C:35]3[C:30](=[CH:31][CH:32]=[C:33]([C:36]([NH2:38])=[O:37])[CH:34]=3)[CH:29]=[CH:28]2)[CH2:23][CH2:22]1.[C:39]([N:46]1[CH:50]=[CH:49]N=[CH:47]1)(N1C=CN=C1)=[O:40]. (2) Given the product [Br:1][C:2]1[CH:9]=[CH:8][C:5]([CH2:6][NH:7][C:12](=[NH:20])[CH:13]([O:17][CH2:18][CH3:19])[O:14][CH2:15][CH3:16])=[CH:4][CH:3]=1, predict the reactants needed to synthesize it. The reactants are: [Br:1][C:2]1[CH:9]=[CH:8][C:5]([CH2:6][NH2:7])=[CH:4][CH:3]=1.CO[C:12](=[NH:20])[CH:13]([O:17][CH2:18][CH3:19])[O:14][CH2:15][CH3:16]. (3) Given the product [CH2:26]1[C:27]2[C:22](=[CH:21][CH:20]=[C:29]([O:11][C:12]([CH3:18])([CH3:17])[C:13]([O:15][CH3:16])=[O:14])[CH:28]=2)[CH2:23][CH2:24][NH:25]1, predict the reactants needed to synthesize it. The reactants are: C1C2C(=CC([O:11][C:12]([CH3:18])([CH3:17])[C:13]([O:15][CH3:16])=[O:14])=CC=2)CCN1.O[C:20]1[CH:21]=[C:22]2[C:27](=[CH:28][CH:29]=1)[CH:26]=[N:25][CH:24]=[CH:23]2. (4) Given the product [NH2:31][C:29]1[N:28]([C:15]([C:13]2[N:14]=[C:10]([C:8]3[CH:7]=[CH:6][C:5]4[O:1][CH2:2][CH2:3][C:4]=4[CH:9]=3)[S:11][CH:12]=2)=[O:17])[CH:27]=[C:26]([C:22]2[CH:23]=[CH:24][CH:25]=[C:20]([O:19][CH3:18])[CH:21]=2)[N:30]=1, predict the reactants needed to synthesize it. The reactants are: [O:1]1[C:5]2[CH:6]=[CH:7][C:8]([C:10]3[S:11][CH:12]=[C:13]([C:15]([OH:17])=O)[N:14]=3)=[CH:9][C:4]=2[CH2:3][CH2:2]1.[CH3:18][O:19][C:20]1[CH:21]=[C:22]([C:26]2[NH:30][C:29]([NH2:31])=[N:28][CH:27]=2)[CH:23]=[CH:24][CH:25]=1.F[P-](F)(F)(F)(F)F.N1(OC(N(C)C)=[N+](C)C)C2C=CC=CC=2N=N1.C(N(CC)C(C)C)(C)C. (5) Given the product [CH3:4][C:5]1[C:23]2[C:24](=[CH:10][CH:9]=[C:14]([C:2]3[N:7]=[N:6][C:5]([O:8][C@@H:9]4[CH:14]5[CH2:15][CH2:16][N:11]([CH2:12][CH2:13]5)[CH2:10]4)=[CH:4][CH:3]=3)[CH:13]=2)[NH:7][N:6]=1, predict the reactants needed to synthesize it. The reactants are: Cl[C:2]1[N:7]=[N:6][C:5]([O:8][C@@H:9]2[CH:14]3[CH2:15][CH2:16][N:11]([CH2:12][CH2:13]3)[CH2:10]2)=[CH:4][CH:3]=1.[F-].[Cs+].O1[CH2:24][CH2:23]OCC1. (6) Given the product [OH:30][C:28]1[C:20]([C:32]#[N:33])=[CH:21][N:22]=[C:23]2[S:24][CH:25]=[CH:26][C:27]=12, predict the reactants needed to synthesize it. The reactants are: C1(OC2C=CC=CC=2)C=CC=CC=1.C(OC(=O)/[C:20](/[C:32]#[N:33])=[CH:21]/[NH:22][C:23]1[S:24][CH:25]=[CH:26][C:27]=1[C:28]([O:30]C)=O)(C)(C)C. (7) Given the product [CH2:1]([O:4][C:5]1([CH3:36])[CH2:10][CH2:9][N:8]([C:11]2[N:16]3[N:17]=[C:18]([CH2:20][N:21]4[CH:38]=[C:37]([C:39]5[CH:44]=[CH:43][CH:42]=[C:41]([OH:45])[CH:40]=5)[N:23]=[N:22]4)[CH:19]=[C:15]3[N:14]=[C:13]([CH3:24])[C:12]=2[C@H:25]([O:31][C:32]([CH3:35])([CH3:34])[CH3:33])[C:26]([O:28][CH2:29][CH3:30])=[O:27])[CH2:7][CH2:6]1)[CH:2]=[CH2:3], predict the reactants needed to synthesize it. The reactants are: [CH2:1]([O:4][C:5]1([CH3:36])[CH2:10][CH2:9][N:8]([C:11]2[N:16]3[N:17]=[C:18]([CH2:20][N:21]=[N+:22]=[N-:23])[CH:19]=[C:15]3[N:14]=[C:13]([CH3:24])[C:12]=2[C@H:25]([O:31][C:32]([CH3:35])([CH3:34])[CH3:33])[C:26]([O:28][CH2:29][CH3:30])=[O:27])[CH2:7][CH2:6]1)[CH:2]=[CH2:3].[C:37]([C:39]1[CH:40]=[C:41]([OH:45])[CH:42]=[CH:43][CH:44]=1)#[CH:38].CCN(C(C)C)C(C)C. (8) Given the product [C:1]([O:9][C@@H:10]1[CH2:15][CH2:14][CH2:13][CH2:12][C@@H:11]1[O:16][CH2:33][CH2:34][C:35]1[CH:40]=[CH:39][C:38]([O:41][CH3:42])=[C:37]([O:43][CH3:44])[CH:36]=1)(=[O:8])[C:2]1[CH:3]=[CH:4][CH:5]=[CH:6][CH:7]=1, predict the reactants needed to synthesize it. The reactants are: [C:1]([O:9][CH:10]1[CH2:15][CH2:14][CH2:13][CH2:12][CH:11]1[OH:16])(=[O:8])[C:2]1[CH:7]=[CH:6][CH:5]=[CH:4][CH:3]=1.FC(F)(F)S(O[Si](C)(C)C)(=O)=O.ClC(Cl)(Cl)C(=N)O[CH2:33][CH2:34][C:35]1[CH:40]=[CH:39][C:38]([O:41][CH3:42])=[C:37]([O:43][CH3:44])[CH:36]=1. (9) Given the product [S:32]([OH:36])([OH:35])(=[O:34])=[O:33].[F:1][C:2]1[CH:7]=[CH:6][C:5]([F:8])=[CH:4][C:3]=1[C@H:9]1[CH2:13][CH2:12][CH2:11][N:10]1[C:14]1[CH:19]=[CH:18][N:17]2[N:20]=[CH:21][C:22]([NH:23][C:24]([N:26]3[CH2:29][C:28]([OH:31])([CH3:30])[CH2:27]3)=[O:25])=[C:16]2[N:15]=1, predict the reactants needed to synthesize it. The reactants are: [F:1][C:2]1[CH:7]=[CH:6][C:5]([F:8])=[CH:4][C:3]=1[C@H:9]1[CH2:13][CH2:12][CH2:11][N:10]1[C:14]1[CH:19]=[CH:18][N:17]2[N:20]=[CH:21][C:22]([NH:23][C:24]([N:26]3[CH2:29][C:28]([OH:31])([CH3:30])[CH2:27]3)=[O:25])=[C:16]2[N:15]=1.[S:32](=[O:36])(=[O:35])([OH:34])[OH:33]. (10) Given the product [N:1]1([CH2:13][C:14]([NH2:16])=[O:15])[C:9]2[C:4](=[CH:5][CH:6]=[CH:7][CH:8]=2)[CH:3]=[CH:2]1, predict the reactants needed to synthesize it. The reactants are: [NH:1]1[C:9]2[C:4](=[CH:5][CH:6]=[CH:7][CH:8]=2)[CH:3]=[CH:2]1.[H-].[Na+].I[CH2:13][C:14]([NH2:16])=[O:15].